This data is from Full USPTO retrosynthesis dataset with 1.9M reactions from patents (1976-2016). The task is: Predict the reactants needed to synthesize the given product. (1) Given the product [NH2:82][C@@H:78]([CH:79]([CH3:81])[CH3:80])[C:77]([NH:76][C@@H:68]([CH2:69][CH2:70][CH2:71][NH:72][C:73]([NH2:75])=[O:74])[C:67]([NH:66][C:63]1[CH:62]=[CH:61][C:60]([CH2:59][O:58][C:56]([N:54]([CH3:55])[CH2:53][CH2:52][N:50]([CH3:51])[C:49]([O:48][C:45]2[CH:46]=[C:47]3[C:42]([C@H:41]([CH2:107][Cl:108])[CH2:40][N:39]3[C:37](=[O:38])[CH2:36][CH2:35][CH2:34][C:33]([N:30]3[C:31]4[C:27](=[C:26]5[C:112]([CH3:115])=[CH:113][S:114][C:25]5=[C:24]([O:23][C@@H:6]5[O:7][C@H:8]([C:19]([OH:21])=[O:20])[C@@H:9]([OH:15])[C@H:10]([OH:11])[C@H:5]5[OH:4])[CH:32]=4)[C@H:28]([CH2:110][Cl:111])[CH2:29]3)=[O:109])=[C:43]3[C:105]([CH3:106])=[CH:104][S:103][C:44]=23)=[O:102])=[O:57])=[CH:65][CH:64]=1)=[O:101])=[O:100], predict the reactants needed to synthesize it. The reactants are: C([O:4][C@@H:5]1[C@@H:10]([O:11]C(=O)C)[C@H:9]([O:15]C(=O)C)[C@@H:8]([C:19]([O:21]C)=[O:20])[O:7][C@H:6]1[O:23][C:24]1[CH:32]=[C:31]2[C:27]([C@H:28]([CH2:110][Cl:111])[CH2:29][N:30]2[C:33](=[O:109])[CH2:34][CH2:35][CH2:36][C:37]([N:39]2[C:47]3[C:42](=[C:43]4[C:105]([CH3:106])=[CH:104][S:103][C:44]4=[C:45]([O:48][C:49](=[O:102])[N:50]([CH2:52][CH2:53][N:54]([C:56]([O:58][CH2:59][C:60]4[CH:65]=[CH:64][C:63]([NH:66][C:67](=[O:101])[C@@H:68]([NH:76][C:77](=[O:100])[C@@H:78]([NH:82]C(OCC5C6C=CC=CC=6C6C5=CC=CC=6)=O)[CH:79]([CH3:81])[CH3:80])[CH2:69][CH2:70][CH2:71][NH:72][C:73]([NH2:75])=[O:74])=[CH:62][CH:61]=4)=[O:57])[CH3:55])[CH3:51])[CH:46]=3)[C@H:41]([CH2:107][Cl:108])[CH2:40]2)=[O:38])=[C:26]2[C:112]([CH3:115])=[CH:113][S:114][C:25]=12)(=O)C.O[Li].O.CC(O)=O. (2) Given the product [CH3:1][O:2][C:3](=[O:25])[C:4](=[C:5]1[C:9](=[O:10])[N:8]([C:11]2[CH:16]=[CH:15][CH:14]=[CH:13][CH:12]=2)[N:7]=[C:6]1[CH:17]1[CH2:18][CH2:19]1)[C:20]([F:22])([F:23])[F:21], predict the reactants needed to synthesize it. The reactants are: [CH3:1][O:2][C:3](=[O:25])[C:4](O)([C:20]([F:23])([F:22])[F:21])[C:5]1[C:9](=[O:10])[N:8]([C:11]2[CH:16]=[CH:15][CH:14]=[CH:13][CH:12]=2)[NH:7][C:6]=1[CH:17]1[CH2:19][CH2:18]1.S(Cl)(Cl)=O.